Dataset: Catalyst prediction with 721,799 reactions and 888 catalyst types from USPTO. Task: Predict which catalyst facilitates the given reaction. (1) Reactant: [CH2:1]([O:8][C:9]([NH:11][C:12]1[C:13]([C:23]([OH:25])=O)=[N:14][C:15]2[C:20]([CH:21]=1)=[CH:19][CH:18]=[C:17]([Br:22])[CH:16]=2)=[O:10])[C:2]1[CH:7]=[CH:6][CH:5]=[CH:4][CH:3]=1.[NH2:26][C:27]1[CH:28]=[N:29][CH:30]=[CH:31][C:32]=1[N:33]1[CH2:38][C@H:37]([CH3:39])[C@H:36]([NH:40][C:41](=[O:44])[O:42][CH3:43])[C@H:35]([NH:45][C:46](=[O:52])[O:47][C:48]([CH3:51])([CH3:50])[CH3:49])[CH2:34]1.CN(C(ON1N=NC2C=CC=NC1=2)=[N+](C)C)C.F[P-](F)(F)(F)(F)F.CCN(C(C)C)C(C)C. Product: [CH2:1]([O:8][C:9]([NH:11][C:12]1[C:13]([C:23]([NH:26][C:27]2[CH:28]=[N:29][CH:30]=[CH:31][C:32]=2[N:33]2[CH2:38][C@H:37]([CH3:39])[C@H:36]([NH:40][C:41](=[O:44])[O:42][CH3:43])[C@H:35]([NH:45][C:46](=[O:52])[O:47][C:48]([CH3:51])([CH3:50])[CH3:49])[CH2:34]2)=[O:25])=[N:14][C:15]2[C:20]([CH:21]=1)=[CH:19][CH:18]=[C:17]([Br:22])[CH:16]=2)=[O:10])[C:2]1[CH:3]=[CH:4][CH:5]=[CH:6][CH:7]=1. The catalyst class is: 3. (2) Reactant: FC(F)(F)C(O)=O.[C:8]([C:10]1[CH:11]=[CH:12][C:13]2[N:14]([C:16]([C:19]3[N:27]=[C:26]4[C:22]([N:23]([CH2:35][CH2:36][NH:37]C(=O)OC(C)(C)C)[C:24](=[O:34])[N:25]4[CH:28]4[CH2:33][CH2:32][O:31][CH2:30][CH2:29]4)=[CH:21][N:20]=3)=[CH:17][N:18]=2)[CH:15]=1)#[N:9]. Product: [NH2:37][CH2:36][CH2:35][N:23]1[C:22]2[C:26](=[N:27][C:19]([C:16]3[N:14]4[CH:15]=[C:10]([C:8]#[N:9])[CH:11]=[CH:12][C:13]4=[N:18][CH:17]=3)=[N:20][CH:21]=2)[N:25]([CH:28]2[CH2:33][CH2:32][O:31][CH2:30][CH2:29]2)[C:24]1=[O:34]. The catalyst class is: 4.